This data is from Forward reaction prediction with 1.9M reactions from USPTO patents (1976-2016). The task is: Predict the product of the given reaction. (1) The product is: [F:23][C:20]1[CH:19]=[CH:18][C:17]([CH2:16][NH:15][C:13]([C:11]2[C:10]([OH:24])=[C:9]([OH:25])[N:8]=[C:7]([C:4]([CH3:6])([N:3]3[CH2:2][CH2:31][O:30][CH2:29][CH2:26]3)[CH3:5])[N:12]=2)=[O:14])=[CH:22][CH:21]=1. Given the reactants Cl.[CH3:2][N:3]([CH3:26])[C:4]([C:7]1[N:12]=[C:11]([C:13]([NH:15][CH2:16][C:17]2[CH:22]=[CH:21][C:20]([F:23])=[CH:19][CH:18]=2)=[O:14])[C:10]([OH:24])=[C:9]([OH:25])[N:8]=1)([CH3:6])[CH3:5].N1C[CH2:31][O:30][CH2:29]C1.CC#N.O, predict the reaction product. (2) Given the reactants C(NC(C)C)(C)C.C([Li])CCC.[F:13][CH:14]([P:16](=[O:23])([O:20][CH2:21][CH3:22])[O:17][CH2:18][CH3:19])[F:15].[I:24][CH2:25][CH2:26][CH2:27]I, predict the reaction product. The product is: [F:13][C:14]([P:16](=[O:23])([O:17][CH2:18][CH3:19])[O:20][CH2:21][CH3:22])([F:15])[CH2:27][CH2:26][CH2:25][I:24].